This data is from Full USPTO retrosynthesis dataset with 1.9M reactions from patents (1976-2016). The task is: Predict the reactants needed to synthesize the given product. Given the product [F:24][C:13]([F:12])([F:23])[C:14]1([C:16]2[CH:17]=[CH:18][C:19]([F:22])=[CH:20][CH:21]=2)[CH2:8][O:15]1, predict the reactants needed to synthesize it. The reactants are: CS(C)=O.[H-].[Na+].[I-].[CH3:8][S+](C)C.[F:12][C:13]([F:24])([F:23])[C:14]([C:16]1[CH:21]=[CH:20][C:19]([F:22])=[CH:18][CH:17]=1)=[O:15].